Task: Predict the product of the given reaction.. Dataset: Forward reaction prediction with 1.9M reactions from USPTO patents (1976-2016) (1) Given the reactants [CH3:1][O:2][C:3]1[CH:13]=[N:12][C:11]2[S:10][CH2:9][CH2:8][NH:7][CH2:6][C:5]=2[CH:4]=1.[F:14][C:15]1[CH:24]=[C:23]([CH:25]=O)[CH:22]=[CH:21][C:16]=1[C:17]([O:19][CH3:20])=[O:18].C(O[BH-](OC(=O)C)OC(=O)C)(=O)C.[Na+], predict the reaction product. The product is: [F:14][C:15]1[CH:24]=[C:23]([CH2:25][N:7]2[CH2:6][C:5]3[CH:4]=[C:3]([O:2][CH3:1])[CH:13]=[N:12][C:11]=3[S:10][CH2:9][CH2:8]2)[CH:22]=[CH:21][C:16]=1[C:17]([O:19][CH3:20])=[O:18]. (2) Given the reactants Cl[C:2]1[CH:7]=[CH:6][N:5]2[N:8]=[CH:9][C:10]([CH:11]=[O:12])=[C:4]2[N:3]=1.C(N(CC1C=C(C=CC=1)N)CC)C.ClCCl, predict the reaction product. The product is: [N:8]1[N:5]2[CH:6]=[CH:7][CH:2]=[N:3][C:4]2=[C:10]([CH:11]=[O:12])[CH:9]=1. (3) Given the reactants [C:1]([NH:8][CH2:9][CH2:10][CH2:11][CH2:12][NH2:13])([O:3][C:4]([CH3:7])([CH3:6])[CH3:5])=[O:2].[C:14]([O:22][O:22][C:14](=[O:21])[C:15]1[CH:20]=[CH:19][CH:18]=[CH:17][CH:16]=1)(=[O:21])[C:15]1[CH:20]=[CH:19][CH:18]=[CH:17][CH:16]=1, predict the reaction product. The product is: [C:14]([O:22][NH:13][CH2:12][CH2:11][CH2:10][CH2:9][NH:8][C:1](=[O:2])[O:3][C:4]([CH3:5])([CH3:6])[CH3:7])(=[O:21])[C:15]1[CH:20]=[CH:19][CH:18]=[CH:17][CH:16]=1. (4) The product is: [O:27]1[CH2:32][CH2:31][CH:30]([CH2:33][NH:34][C:9]([C:7]2[C:6]([NH:13][C:14]([C:16]3[C:25]4[C:20](=[CH:21][CH:22]=[CH:23][CH:24]=4)[C:19]([CH3:26])=[CH:18][CH:17]=3)=[O:15])=[CH:5][CH:4]=[C:3]([O:2][CH3:1])[N:8]=2)=[O:10])[CH2:29][CH2:28]1. Given the reactants [CH3:1][O:2][C:3]1[N:8]=[C:7]([C:9](OC)=[O:10])[C:6]([NH:13][C:14]([C:16]2[C:25]3[C:20](=[CH:21][CH:22]=[CH:23][CH:24]=3)[C:19]([CH3:26])=[CH:18][CH:17]=2)=[O:15])=[CH:5][CH:4]=1.[O:27]1[CH2:32][CH2:31][CH:30]([CH2:33][NH2:34])[CH2:29][CH2:28]1, predict the reaction product. (5) Given the reactants [OH:1][C:2]1[CH:14]=[CH:13][C:12]2[C:11]3[C:6](=[CH:7][CH:8]=[CH:9][CH:10]=3)[NH:5][C:4]=2[CH:3]=1.Br[CH2:16][CH2:17][CH2:18][CH2:19][CH2:20][C:21]([O:23][CH2:24][CH3:25])=[O:22].C(=O)([O-])[O-].[K+].[K+].O, predict the reaction product. The product is: [CH:3]1[C:4]2[NH:5][C:6]3[C:11](=[CH:10][CH:9]=[CH:8][CH:7]=3)[C:12]=2[CH:13]=[CH:14][C:2]=1[O:1][CH2:16][CH2:17][CH2:18][CH2:19][CH2:20][C:21]([O:23][CH2:24][CH3:25])=[O:22].